This data is from Forward reaction prediction with 1.9M reactions from USPTO patents (1976-2016). The task is: Predict the product of the given reaction. (1) Given the reactants S(=O)(=O)(O)O.Cl.[CH2:7]([N:14]1[CH2:19][CH2:18][C:17]([OH:22])([C:20]#[N:21])[CH2:16][CH2:15]1)[C:8]1[CH:13]=[CH:12][CH:11]=[CH:10][CH:9]=1.[OH-:23].[Na+], predict the reaction product. The product is: [CH2:7]([N:14]1[CH2:15][CH2:16][C:17]([OH:22])([C:20]([NH2:21])=[O:23])[CH2:18][CH2:19]1)[C:8]1[CH:9]=[CH:10][CH:11]=[CH:12][CH:13]=1. (2) Given the reactants [ClH:1].[C:2]([C:6]1[CH:7]=[C:8]([C:17]2[O:18][CH:19]=[C:20]([CH2:22][CH2:23][N:24]3[CH2:29][CH2:28][N:27](C(OC(C)(C)C)=O)[CH2:26][CH2:25]3)[N:21]=2)[CH:9]=[C:10]([C:13]([CH3:16])([CH3:15])[CH3:14])[C:11]=1[OH:12])([CH3:5])([CH3:4])[CH3:3], predict the reaction product. The product is: [ClH:1].[C:2]([C:6]1[CH:7]=[C:8]([C:17]2[O:18][CH:19]=[C:20]([CH2:22][CH2:23][N:24]3[CH2:25][CH2:26][NH:27][CH2:28][CH2:29]3)[N:21]=2)[CH:9]=[C:10]([C:13]([CH3:16])([CH3:15])[CH3:14])[C:11]=1[OH:12])([CH3:4])([CH3:5])[CH3:3]. (3) The product is: [F:5][C:4]([F:7])([F:6])/[CH:3]=[CH:8]\[C:9]([F:12])([F:11])[F:10]. Given the reactants Cl.Cl[C:3](=[C:8](Cl)[C:9]([F:12])([F:11])[F:10])[C:4]([F:7])([F:6])[F:5], predict the reaction product.